Dataset: Reaction yield outcomes from USPTO patents with 853,638 reactions. Task: Predict the reaction yield, written as a fraction of the theoretical maximum amount of product (1.0 means a 100% yield; for example, 0.34 means a 34% yield). The reactants are [BH4-].[Na+].[CH3:3][C:4]1[N:8]2[CH:9]=[CH:10][CH:11]=[CH:12][C:7]2=[N:6][C:5]=1[C:13](OC)=[O:14]. The catalyst is C1COCC1.CO. The product is [CH3:3][C:4]1[N:8]2[CH:9]=[CH:10][CH:11]=[CH:12][C:7]2=[N:6][C:5]=1[CH2:13][OH:14]. The yield is 0.470.